From a dataset of M1 muscarinic receptor antagonist screen with 61,756 compounds. Binary Classification. Given a drug SMILES string, predict its activity (active/inactive) in a high-throughput screening assay against a specified biological target. The molecule is S(c1n(nnn1)Cc1ccccc1)CC(=O)NCC(=O)c1ccccc1. The result is 0 (inactive).